Dataset: Forward reaction prediction with 1.9M reactions from USPTO patents (1976-2016). Task: Predict the product of the given reaction. (1) Given the reactants [CH3:1][N:2]1[CH2:14][CH2:13][C:12]2[C:11]3[C:6](=[CH:7][CH:8]=[C:9]([CH3:15])[CH:10]=3)[NH:5][C:4]=2[CH2:3]1.N1CCC[C@H]1C(O)=O.[O-]P([O-])([O-])=O.[K+].[K+].[K+].Br[CH:33]=[C:34]([C:36]1[CH:41]=[CH:40][C:39]([F:42])=[C:38]([F:43])[CH:37]=1)[CH3:35], predict the reaction product. The product is: [F:43][C:38]1[CH:37]=[C:36]([C:34]([CH3:35])=[CH:33][N:5]2[C:6]3[C:11](=[CH:10][C:9]([CH3:15])=[CH:8][CH:7]=3)[C:12]3[CH2:13][CH2:14][N:2]([CH3:1])[CH2:3][C:4]2=3)[CH:41]=[CH:40][C:39]=1[F:42]. (2) Given the reactants [CH2:1]([C:8]1[S:9][CH:10]=[C:11]([CH2:13]Cl)[N:12]=1)[C:2]1[CH:7]=[CH:6][CH:5]=[CH:4][CH:3]=1.[NH3:15], predict the reaction product. The product is: [CH2:1]([C:8]1[S:9][CH:10]=[C:11]([CH2:13][NH2:15])[N:12]=1)[C:2]1[CH:7]=[CH:6][CH:5]=[CH:4][CH:3]=1. (3) Given the reactants [CH3:1][O:2][C:3]1[CH:4]=[C:5]2[C:10](=[CH:11][C:12]=1[OH:13])[N:9]=[CH:8][CH:7]=[C:6]2[O:14][C:15]1[C:16]([C:22]2[S:23][CH:24]=[CH:25][N:26]=2)=[N:17][C:18]([CH3:21])=[CH:19][CH:20]=1.CC1(C)[O:33][CH2:32][CH:31]([CH2:34]O)[CH2:30][O:29]1.C1(P(C2C=CC=CC=2)C2C=CC=CC=2)C=CC=CC=1.C(N=C=NN=NN=C=NCC)C.S(=O)(=O)(O)O, predict the reaction product. The product is: [CH3:1][O:2][C:3]1[CH:4]=[C:5]2[C:10](=[CH:11][C:12]=1[O:13][CH2:34][CH:31]([CH2:32][OH:33])[CH2:30][OH:29])[N:9]=[CH:8][CH:7]=[C:6]2[O:14][C:15]1[C:16]([C:22]2[S:23][CH:24]=[CH:25][N:26]=2)=[N:17][C:18]([CH3:21])=[CH:19][CH:20]=1. (4) Given the reactants [Br:1][C:2]1[C:6]2[CH:7]=[N:8][C:9]([N+:23]([O-])=O)=[C:10]([O:11][CH:12]([C:14]3[C:19]([Cl:20])=[CH:18][CH:17]=[C:16]([F:21])[C:15]=3[Cl:22])[CH3:13])[C:5]=2[O:4][CH:3]=1, predict the reaction product. The product is: [Br:1][C:2]1[C:6]2[CH:7]=[N:8][C:9]([NH2:23])=[C:10]([O:11][C@@H:12]([C:14]3[C:19]([Cl:20])=[CH:18][CH:17]=[C:16]([F:21])[C:15]=3[Cl:22])[CH3:13])[C:5]=2[O:4][CH:3]=1. (5) Given the reactants [C:1]([CH:8]([CH:10]([C:12]([O:14][C:15]([CH3:18])([CH3:17])[CH3:16])=[O:13])[OH:11])[OH:9])([O:3][C:4]([CH3:7])([CH3:6])[CH3:5])=[O:2].ClCCl.C(N(CC)CC)C.[CH2:29]([O:31][P:32](Cl)(=[O:36])[O:33][CH2:34][CH3:35])[CH3:30], predict the reaction product. The product is: [CH2:29]([O:31][P:32]([O:11][C@H:10]([C@@H:8]([OH:9])[C:1]([O:3][C:4]([CH3:7])([CH3:6])[CH3:5])=[O:2])[C:12]([O:14][C:15]([CH3:18])([CH3:17])[CH3:16])=[O:13])([O:33][CH2:34][CH3:35])=[O:36])[CH3:30].